Task: Predict the reaction yield, written as a fraction of the theoretical maximum amount of product (1.0 means a 100% yield; for example, 0.34 means a 34% yield).. Dataset: Reaction yield outcomes from USPTO patents with 853,638 reactions (1) The reactants are [O:1]1[CH:5]=[CH:4][C:3]([NH:6][C:7](=[O:13])[O:8][C:9]([CH3:12])([CH3:11])[CH3:10])=[CH:2]1.CN(CCN(C)C)C.C([Li])CCC.[C:27](=O)([O:30]C)[O:28][CH3:29]. The catalyst is C1COCC1. The product is [CH3:29][O:28][C:27]([C:2]1[O:1][CH:5]=[CH:4][C:3]=1[NH:6][C:7](=[O:13])[O:8][C:9]([CH3:10])([CH3:12])[CH3:11])=[O:30]. The yield is 0.510. (2) The reactants are [Br:1]Br.[F:3][C:4]1[C:9]([CH2:10]O)=[C:8]([F:12])[CH:7]=[CH:6][C:5]=1[NH:13][S:14]([CH2:17][CH2:18][CH3:19])(=[O:16])=[O:15]. The catalyst is C(#N)C. The product is [Br:1][CH2:10][C:9]1[C:4]([F:3])=[C:5]([NH:13][S:14]([CH2:17][CH2:18][CH3:19])(=[O:16])=[O:15])[CH:6]=[CH:7][C:8]=1[F:12]. The yield is 0.760. (3) The reactants are C1(P(C2C=CC=CC=2)C2C=CC=CC=2)C=CC=CC=1.[C:20]([C:22]1[CH:27]=[CH:26][C:25]([N:28]([CH2:34][C:35]2[O:39][C:38]([C:40]([NH2:42])=O)=[CH:37][CH:36]=2)[CH2:29][C:30]([F:33])([F:32])[F:31])=[CH:24][C:23]=1[C:43]([F:46])([F:45])[F:44])#[N:21]. The catalyst is C(Cl)(Cl)(Cl)Cl.ClCCCl. The product is [C:20]([C:22]1[CH:27]=[CH:26][C:25]([N:28]([CH2:34][C:35]2[O:39][C:38]([C:40]#[N:42])=[CH:37][CH:36]=2)[CH2:29][C:30]([F:31])([F:32])[F:33])=[CH:24][C:23]=1[C:43]([F:44])([F:46])[F:45])#[N:21]. The yield is 0.750. (4) The reactants are [Si:1]([O:18][CH2:19][C:20]([C:23]1[S:24][C:25]([C:28]2[CH:33]=[CH:32][CH:31]=[C:30]([N+:34]([O-])=O)[CH:29]=2)=[CH:26][N:27]=1)([CH3:22])[CH3:21])([C:14]([CH3:17])([CH3:16])[CH3:15])([C:8]1[CH:13]=[CH:12][CH:11]=[CH:10][CH:9]=1)[C:2]1[CH:7]=[CH:6][CH:5]=[CH:4][CH:3]=1.ClCCl. The catalyst is C(OCC)(=O)C.[Pd]. The product is [Si:1]([O:18][CH2:19][C:20]([C:23]1[S:24][C:25]([C:28]2[CH:29]=[C:30]([CH:31]=[CH:32][CH:33]=2)[NH2:34])=[CH:26][N:27]=1)([CH3:22])[CH3:21])([C:14]([CH3:15])([CH3:16])[CH3:17])([C:2]1[CH:7]=[CH:6][CH:5]=[CH:4][CH:3]=1)[C:8]1[CH:13]=[CH:12][CH:11]=[CH:10][CH:9]=1. The yield is 0.910. (5) The reactants are C(O[C:4]([N:6]1[CH2:11][CH2:10][C:9]([C:19]2[CH:24]=[CH:23][C:22]([Br:25])=[CH:21][CH:20]=2)([C:12]2[CH:17]=[CH:16][C:15]([Cl:18])=[CH:14][CH:13]=2)[CH2:8][CH2:7]1)=O)C.[H-].[Al+3].[Li+].[H-].[H-].[H-]. The catalyst is O1CCCC1. The product is [Br:25][C:22]1[CH:23]=[CH:24][C:19]([C:9]2([C:12]3[CH:13]=[CH:14][C:15]([Cl:18])=[CH:16][CH:17]=3)[CH2:10][CH2:11][N:6]([CH3:4])[CH2:7][CH2:8]2)=[CH:20][CH:21]=1. The yield is 0.990. (6) The reactants are [CH3:1][C:2]([C:5]1[CH:11]=[CH:10][C:8]([NH2:9])=[CH:7][CH:6]=1)([CH3:4])[CH3:3].[S-:12][C:13]#[N:14].[K+].BrBr.O. The catalyst is C(O)(=O)C. The product is [CH3:4][C:2]([C:5]1[CH:6]=[CH:7][C:8]2[N:9]=[C:13]([NH2:14])[S:12][C:10]=2[CH:11]=1)([CH3:1])[CH3:3]. The yield is 0.940. (7) The reactants are [CH2:1]1[C:10]2[C:5](=[CH:6][CH:7]=[CH:8][CH:9]=2)[CH:4]([NH:11][C:12]2[C:13]3[N:14]([C:24]([CH3:28])=[C:25]([CH3:27])[N:26]=3)[CH:15]=[C:16]([C:18]([O:20]C(C)C)=[O:19])[CH:17]=2)[CH2:3][O:2]1.[ClH:29].O1C2C(=CC=CC=2)C(NC2C3N(C(C)=C(C)N=3)C=C(C(O)=O)C=2)CC1. No catalyst specified. The product is [ClH:29].[CH2:1]1[C:10]2[C:5](=[CH:6][CH:7]=[CH:8][CH:9]=2)[CH:4]([NH:11][C:12]2[C:13]3[N:14]([C:24]([CH3:28])=[C:25]([CH3:27])[N:26]=3)[CH:15]=[C:16]([C:18]([OH:20])=[O:19])[CH:17]=2)[CH2:3][O:2]1. The yield is 1.00.